This data is from Peptide-MHC class I binding affinity with 185,985 pairs from IEDB/IMGT. The task is: Regression. Given a peptide amino acid sequence and an MHC pseudo amino acid sequence, predict their binding affinity value. This is MHC class I binding data. (1) The peptide sequence is PSKKHWLGK. The MHC is HLA-B35:01 with pseudo-sequence HLA-B35:01. The binding affinity (normalized) is 0.0847. (2) The peptide sequence is TLENERGEL. The MHC is HLA-A68:02 with pseudo-sequence HLA-A68:02. The binding affinity (normalized) is 0.0782.